This data is from Peptide-MHC class I binding affinity with 185,985 pairs from IEDB/IMGT. The task is: Regression. Given a peptide amino acid sequence and an MHC pseudo amino acid sequence, predict their binding affinity value. This is MHC class I binding data. (1) The peptide sequence is LFKIDNNTF. The binding affinity (normalized) is 0.701. The MHC is HLA-A24:02 with pseudo-sequence HLA-A24:02. (2) The MHC is HLA-B08:01 with pseudo-sequence HLA-B08:01. The binding affinity (normalized) is 0.213. The peptide sequence is RRRGACVVY. (3) The peptide sequence is QLKQRDALF. The MHC is HLA-A30:01 with pseudo-sequence HLA-A30:01. The binding affinity (normalized) is 0.0847. (4) The peptide sequence is WMLGTGVYL. The MHC is HLA-B08:01 with pseudo-sequence HLA-B08:01. The binding affinity (normalized) is 0.221.